This data is from Reaction yield outcomes from USPTO patents with 853,638 reactions. The task is: Predict the reaction yield, written as a fraction of the theoretical maximum amount of product (1.0 means a 100% yield; for example, 0.34 means a 34% yield). (1) The reactants are [C:1](N)(C)(C)C.[OH:6][C:7]1[CH:8]=[C:9]([CH2:13][C@H:14]([O:18][CH:19]([CH3:21])[CH3:20])[C:15]([OH:17])=[O:16])[CH:10]=[CH:11][CH:12]=1.S(=O)(=O)(O)O.C(OC)(C)(C)C. The catalyst is CO. The product is [OH:6][C:7]1[CH:8]=[C:9]([CH2:13][C@H:14]([O:18][CH:19]([CH3:21])[CH3:20])[C:15]([O:17][CH3:1])=[O:16])[CH:10]=[CH:11][CH:12]=1. The yield is 1.00. (2) The reactants are Cl.[CH2:2]([N:5]([CH2:20][CH2:21][CH3:22])[CH2:6][CH2:7][CH2:8][CH2:9][NH:10][CH2:11][C:12]1[CH:19]=[CH:18][C:15]([CH2:16][NH2:17])=[CH:14][CH:13]=1)[CH2:3][CH3:4].[OH-].[Na+]. The catalyst is O. The product is [CH2:20]([N:5]([CH2:2][CH2:3][CH3:4])[CH2:6][CH2:7][CH2:8][CH2:9][NH:10][CH2:11][C:12]1[CH:13]=[CH:14][C:15]([CH2:16][NH2:17])=[CH:18][CH:19]=1)[CH2:21][CH3:22]. The yield is 0.990. (3) The reactants are [C:1]([CH2:3][CH:4]([N:24]1[CH:28]=[C:27]([C:29]2[C:30]3[CH:37]=[CH:36][N:35]([CH2:38][O:39][CH2:40][CH2:41][Si:42]([CH3:45])([CH3:44])[CH3:43])[C:31]=3[N:32]=[CH:33][N:34]=2)[CH:26]=[N:25]1)[CH2:5][N:6]1[CH2:11][CH2:10][CH:9]([O:12][C:13]2[CH:14]=[C:15]([CH:20]=[C:21]([F:23])[CH:22]=2)[C:16]([O:18]C)=[O:17])[CH2:8][CH2:7]1)#[N:2].C1COCC1.O.[OH-].[Li+].Cl. The catalyst is O.CO. The product is [C:1]([CH2:3][CH:4]([N:24]1[CH:28]=[C:27]([C:29]2[C:30]3[CH:37]=[CH:36][N:35]([CH2:38][O:39][CH2:40][CH2:41][Si:42]([CH3:43])([CH3:45])[CH3:44])[C:31]=3[N:32]=[CH:33][N:34]=2)[CH:26]=[N:25]1)[CH2:5][N:6]1[CH2:11][CH2:10][CH:9]([O:12][C:13]2[CH:14]=[C:15]([CH:20]=[C:21]([F:23])[CH:22]=2)[C:16]([OH:18])=[O:17])[CH2:8][CH2:7]1)#[N:2]. The yield is 1.00. (4) The reactants are [C:1]([N:8]1[CH:12]=[CH:11]N=C1)(N1C=CN=C1)=[S:2].[Cl:13][C:14]1C=C([CH:18]=[C:19]([C:30]([F:33])([F:32])[F:31])[C:20]=1[S:21][C:22]1[CH:27]=[CH:26][C:25]([O:28][CH3:29])=[CH:24][CH:23]=1)N. The catalyst is ClCCl. The product is [Cl:13][C:14]1[CH:11]=[C:12]([N:8]=[C:1]=[S:2])[CH:18]=[C:19]([C:30]([F:31])([F:32])[F:33])[C:20]=1[S:21][C:22]1[CH:23]=[CH:24][C:25]([O:28][CH3:29])=[CH:26][CH:27]=1. The yield is 0.410. (5) The reactants are [Cl-].O[NH3+:3].[C:4](=[O:7])([O-])[OH:5].[Na+].CS(C)=O.[OH:13][C:14]1([CH:48]2[CH2:53][CH2:52][O:51][CH2:50][CH2:49]2)[CH2:19][CH2:18][CH:17]([N:20]2[C:25](=[O:26])[C:24]([CH2:27][C:28]3[CH:33]=[CH:32][C:31]([C:34]4[C:35]([C:40]#[N:41])=[CH:36][CH:37]=[CH:38][CH:39]=4)=[CH:30][CH:29]=3)=[C:23]([CH2:42][CH2:43][CH3:44])[N:22]3[N:45]=[CH:46][N:47]=[C:21]23)[CH2:16][CH2:15]1. The catalyst is O.C(OCC)(=O)C. The product is [OH:13][C:14]1([CH:48]2[CH2:49][CH2:50][O:51][CH2:52][CH2:53]2)[CH2:15][CH2:16][CH:17]([N:20]2[C:25](=[O:26])[C:24]([CH2:27][C:28]3[CH:29]=[CH:30][C:31]([C:34]4[CH:39]=[CH:38][CH:37]=[CH:36][C:35]=4[C:40]4[NH:3][C:4](=[O:7])[O:5][N:41]=4)=[CH:32][CH:33]=3)=[C:23]([CH2:42][CH2:43][CH3:44])[N:22]3[N:45]=[CH:46][N:47]=[C:21]23)[CH2:18][CH2:19]1. The yield is 0.140. (6) The reactants are [F:1][C:2]1[CH:7]=[CH:6][C:5]([F:8])=[CH:4][C:3]=1[C@H:9]1[CH2:13][CH2:12][CH2:11][N:10]1[C:14]1[CH:19]=[CH:18][N:17]2[N:20]=[CH:21][C:22]([C:23]([N:25]3[CH2:30][CH2:29][CH:28]([C:31]([O:33]CC)=[O:32])[CH2:27][CH2:26]3)=[O:24])=[C:16]2[N:15]=1.[Li+].[OH-]. The catalyst is C1COCC1.CO. The product is [F:1][C:2]1[CH:7]=[CH:6][C:5]([F:8])=[CH:4][C:3]=1[C@H:9]1[CH2:13][CH2:12][CH2:11][N:10]1[C:14]1[CH:19]=[CH:18][N:17]2[N:20]=[CH:21][C:22]([C:23]([N:25]3[CH2:26][CH2:27][CH:28]([C:31]([OH:33])=[O:32])[CH2:29][CH2:30]3)=[O:24])=[C:16]2[N:15]=1. The yield is 0.920.